Dataset: Catalyst prediction with 721,799 reactions and 888 catalyst types from USPTO. Task: Predict which catalyst facilitates the given reaction. Reactant: [N:1]1[CH:6]=[CH:5][CH:4]=[C:3]([C:7]2[CH:8]=[C:9]3[C:15]([C:16]4[N:21]=[C:20]([N:22]5[CH2:28][CH2:27][CH2:26][C@H:25]([NH:29]C(=O)OCC6C=CC=CC=6)[CH2:24][CH2:23]5)[CH:19]=[CH:18][CH:17]=4)=[N:14][N:13](C4CCCCO4)[C:10]3=[CH:11][N:12]=2)[CH:2]=1.Cl. Product: [N:1]1[CH:6]=[CH:5][CH:4]=[C:3]([C:7]2[CH:8]=[C:9]3[C:15]([C:16]4[N:21]=[C:20]([N:22]5[CH2:28][CH2:27][CH2:26][C@H:25]([NH2:29])[CH2:24][CH2:23]5)[CH:19]=[CH:18][CH:17]=4)=[N:14][NH:13][C:10]3=[CH:11][N:12]=2)[CH:2]=1. The catalyst class is: 6.